The task is: Predict the reaction yield, written as a fraction of the theoretical maximum amount of product (1.0 means a 100% yield; for example, 0.34 means a 34% yield).. This data is from Reaction yield outcomes from USPTO patents with 853,638 reactions. The reactants are [C:1]([C:5]1[CH:6]=[C:7]([NH:11][C:12]([CH:14]2[CH2:23][C:22]3[CH:21]=[C:20]([O:24][C:25]4[CH:30]=[CH:29][N:28]=[C:27]([NH:31][C:32](=[O:42])[O:33][CH2:34][C@H:35]5[CH2:39][O:38]C(C)(C)[O:36]5)[CH:26]=4)[CH:19]=[CH:18][C:17]=3[CH2:16][CH2:15]2)=[O:13])[CH:8]=[CH:9][CH:10]=1)([CH3:4])([CH3:3])[CH3:2].CC1C=CC(S(O)(=O)=O)=CC=1. The catalyst is CO.O. The product is [C:1]([C:5]1[CH:6]=[C:7]([NH:11][C:12]([CH:14]2[CH2:23][C:22]3[CH:21]=[C:20]([O:24][C:25]4[CH:30]=[CH:29][N:28]=[C:27]([NH:31][C:32](=[O:42])[O:33][CH2:34][C@@H:35]([OH:36])[CH2:39][OH:38])[CH:26]=4)[CH:19]=[CH:18][C:17]=3[CH2:16][CH2:15]2)=[O:13])[CH:8]=[CH:9][CH:10]=1)([CH3:4])([CH3:2])[CH3:3]. The yield is 0.550.